Dataset: Full USPTO retrosynthesis dataset with 1.9M reactions from patents (1976-2016). Task: Predict the reactants needed to synthesize the given product. Given the product [C:27]([C:24]1[CH:23]=[CH:22][C:21]([NH:20][CH:14]([C:11]2[CH:12]=[CH:13][C:8]([NH:7][C:5]([NH:4][CH:1]([CH3:3])[CH3:2])=[O:6])=[C:9]([CH2:29][CH3:30])[CH:10]=2)[C:15]([O:17][CH2:18][CH3:19])=[O:16])=[CH:26][CH:25]=1)#[N:28], predict the reactants needed to synthesize it. The reactants are: [CH:1]([N:4]=[C:5]=[O:6])([CH3:3])[CH3:2].[NH2:7][C:8]1[CH:13]=[CH:12][C:11]([CH:14]([NH:20][C:21]2[CH:26]=[CH:25][C:24]([C:27]#[N:28])=[CH:23][CH:22]=2)[C:15]([O:17][CH2:18][CH3:19])=[O:16])=[CH:10][C:9]=1[CH2:29][CH3:30].